The task is: Predict the reaction yield, written as a fraction of the theoretical maximum amount of product (1.0 means a 100% yield; for example, 0.34 means a 34% yield).. This data is from Reaction yield outcomes from USPTO patents with 853,638 reactions. (1) The reactants are [Cl:1][C:2]1[N:7]=[CH:6][C:5]([CH:8]([OH:21])[CH2:9][N:10]([CH2:18][CH2:19]O)[C:11](=[O:17])[O:12][C:13]([CH3:16])([CH3:15])[CH3:14])=[CH:4][CH:3]=1.C(N(CC)CC)C.CS(Cl)(=O)=O. The catalyst is C1COCC1. The product is [Cl:1][C:2]1[N:7]=[CH:6][C:5]([CH:8]2[O:21][CH2:19][CH2:18][N:10]([C:11]([O:12][C:13]([CH3:14])([CH3:15])[CH3:16])=[O:17])[CH2:9]2)=[CH:4][CH:3]=1. The yield is 0.260. (2) The catalyst is ClCCl. The reactants are B(Br)(Br)Br.[Cl:5][C:6]1[C:11]([C:12]([NH:14][C:15]2[CH:20]=[CH:19][C:18]([CH2:21][C:22]([O:24][CH2:25][CH3:26])=[O:23])=[CH:17][CH:16]=2)=[O:13])=[C:10]([F:27])[C:9]([O:28]C)=[CH:8][CH:7]=1. The yield is 0.320. The product is [Cl:5][C:6]1[C:11]([C:12]([NH:14][C:15]2[CH:16]=[CH:17][C:18]([CH2:21][C:22]([O:24][CH2:25][CH3:26])=[O:23])=[CH:19][CH:20]=2)=[O:13])=[C:10]([F:27])[C:9]([OH:28])=[CH:8][CH:7]=1. (3) The reactants are [OH:1][CH2:2][CH2:3][CH2:4][C:5]1[CH:6]=[C:7]([C:11]2[C:20]3[CH2:19][CH2:18][C@H:17]4[C@H:21]([CH3:28])[C:22](=[O:27])[C:23]([C:25]#[N:26])=[CH:24][C@:16]4([C:29]4[CH:34]=[CH:33][CH:32]=[CH:31][CH:30]=4)[C:15]=3[N:14]=[C:13]([CH3:35])[N:12]=2)[CH:8]=[CH:9][CH:10]=1.C(N(CC)CC)C.[C:43](OC(=O)C)(=[O:45])[CH3:44].CN(C1C=CC=CN=1)C. The catalyst is ClCCl. The product is [C:43]([O:1][CH2:2][CH2:3][CH2:4][C:5]1[CH:10]=[CH:9][CH:8]=[C:7]([C:11]2[C:20]3[CH2:19][CH2:18][C@H:17]4[C@H:21]([CH3:28])[C:22](=[O:27])[C:23]([C:25]#[N:26])=[CH:24][C@:16]4([C:29]4[CH:30]=[CH:31][CH:32]=[CH:33][CH:34]=4)[C:15]=3[N:14]=[C:13]([CH3:35])[N:12]=2)[CH:6]=1)(=[O:45])[CH3:44]. The yield is 0.670. (4) The reactants are OC1C=CC([CH2:8][C:9]#[N:10])=CC=1.[CH2:11]=[O:12].[OH2:13].[C:14]1([CH3:24])[CH:19]=[CH:18][C:17](S(O)(=O)=O)=[CH:16][CH:15]=1. The catalyst is C1(C)C=CC=CC=1. The product is [O:12]1[C:15]2[CH:16]=[CH:17][C:18]([CH2:8][C:9]#[N:10])=[CH:19][C:14]=2[CH2:24][O:13][CH2:11]1. The yield is 0.320. (5) The reactants are [F:1][C:2]([F:15])([F:14])[C:3]1[C:12]2[CH:11]=[N:10][CH:9]=[CH:8][C:7]=2[C:6]([NH2:13])=[CH:5][CH:4]=1.[F:16][C:17]([F:29])([F:28])[C:18]1[CH:27]=[CH:26][C:21]([CH2:22][N:23]=[C:24]=[O:25])=[CH:20][CH:19]=1.C([O-])([O-])=O.[K+].[K+]. The catalyst is C(Cl)Cl. The product is [F:15][C:2]([F:1])([F:14])[C:3]1[CH:4]=[CH:5][C:6]([NH:13][C:24]([NH:23][CH2:22][C:21]2[CH:20]=[CH:19][C:18]([C:17]([F:16])([F:29])[F:28])=[CH:27][CH:26]=2)=[O:25])=[C:7]2[C:12]=1[CH:11]=[N:10][CH:9]=[CH:8]2. The yield is 0.340. (6) The reactants are ClC(Cl)C(O)=O.N[C:8]1[N:9]([C:28]2[C:37]3[C:32](=[CH:33][CH:34]=[C:35]([O:38][CH3:39])[CH:36]=3)[C:31]([CH:40]3[CH2:42][CH2:41]3)=[CH:30][CH:29]=2)[C:10]([S:13][CH2:14][C:15]([NH:17][C:18]2[CH:26]=[CH:25][C:21]([C:22]([OH:24])=[O:23])=[CH:20][C:19]=2[Cl:27])=[O:16])=[N:11][N:12]=1.N([O-])=O.[Na+].[Br:47]CBr. The catalyst is [Br-].C([N+](CC)(CC)CC)C1C=CC=CC=1. The product is [Br:47][C:8]1[N:9]([C:28]2[C:37]3[C:32](=[CH:33][CH:34]=[C:35]([O:38][CH3:39])[CH:36]=3)[C:31]([CH:40]3[CH2:42][CH2:41]3)=[CH:30][CH:29]=2)[C:10]([S:13][CH2:14][C:15]([NH:17][C:18]2[CH:26]=[CH:25][C:21]([C:22]([OH:24])=[O:23])=[CH:20][C:19]=2[Cl:27])=[O:16])=[N:11][N:12]=1. The yield is 0.400. (7) The reactants are [CH:1]([C:4]1[S:5][CH:6]=[C:7]([CH2:9][NH:10][CH3:11])[N:8]=1)([CH3:3])[CH3:2].O([C:19]([NH:21][C@H:22]([C:26]([OH:28])=[O:27])[CH:23]([CH3:25])[CH3:24])=[O:20])C1C=CC=CC=1.[C:29]1(C)C=CC=CC=1.CCCCCCC. The catalyst is CCOC(C)=O. The product is [CH3:29][O:28][C:26](=[O:27])[C@H:22]([CH:23]([CH3:24])[CH3:25])[NH:21][C:19]([N:10]([CH3:11])[CH2:9][C:7]1[N:8]=[C:4]([CH:1]([CH3:3])[CH3:2])[S:5][CH:6]=1)=[O:20]. The yield is 0.769.